From a dataset of Reaction yield outcomes from USPTO patents with 853,638 reactions. Predict the reaction yield, written as a fraction of the theoretical maximum amount of product (1.0 means a 100% yield; for example, 0.34 means a 34% yield). (1) The product is [Br:19][C:10]1[CH:11]=[C:12]([CH:17]=[CH:18][C:9]=1[NH:8][C:6]([O:5][C:1]([CH3:4])([CH3:3])[CH3:2])=[O:7])[C:13]([OH:15])=[O:14]. The catalyst is CO. The reactants are [C:1]([O:5][C:6]([N:8](C(OC(C)(C)C)=O)[C:9]1[CH:18]=[CH:17][C:12]([C:13]([O:15]C)=[O:14])=[CH:11][C:10]=1[Br:19])=[O:7])([CH3:4])([CH3:3])[CH3:2].[OH-].[Na+].Cl. The yield is 0.870. (2) The reactants are [Cl:1][C:2]1[CH:7]=[C:6]([Cl:8])[CH:5]=[CH:4][C:3]=1[C:9]1[N:10]=[C:11](/[CH:16]=[CH:17]/[C:18]2[CH:23]=[CH:22][C:21]([C:24]3[CH:29]=[CH:28][C:27]([OH:30])=[CH:26][CH:25]=3)=[CH:20][CH:19]=2)[N:12]([CH2:14][CH3:15])[CH:13]=1.I[C:32]1[CH:39]=[CH:38][C:35]([C:36]#[N:37])=[CH:34][CH:33]=1.[NH:40]1C=N[N:42]=[N:41]1. No catalyst specified. The product is [Cl:1][C:2]1[CH:7]=[C:6]([Cl:8])[CH:5]=[CH:4][C:3]=1[C:9]1[N:10]=[C:11](/[CH:16]=[CH:17]/[C:18]2[CH:23]=[CH:22][C:21]([C:24]3[CH:25]=[CH:26][C:27]([O:30][C:32]4[CH:39]=[CH:38][C:35]([C:36]5[NH:42][N:41]=[N:40][N:37]=5)=[CH:34][CH:33]=4)=[CH:28][CH:29]=3)=[CH:20][CH:19]=2)[N:12]([CH2:14][CH3:15])[CH:13]=1. The yield is 0.220. (3) The reactants are C1(P(C2C=CC=CC=2)C2C=CC=CC=2)C=CC=CC=1.[OH:20][C:21]1[C:22]([CH2:34][CH:35]=[C:36]([CH3:39])[CH2:37]O)=[C:23]([O:32][CH3:33])[C:24]([CH3:31])=[C:25]2[C:29]=1[C:28](=[O:30])[O:27][CH2:26]2.C(Br)(Br)(Br)[Br:41]. The catalyst is ClCCl. The product is [Br:41][CH2:37][C:36]([CH3:39])=[CH:35][CH2:34][C:22]1[C:21]([OH:20])=[C:29]2[C:25]([CH2:26][O:27][C:28]2=[O:30])=[C:24]([CH3:31])[C:23]=1[O:32][CH3:33]. The yield is 0.420. (4) The reactants are [Ag:1]=O.[OH:3][C:4]12[CH2:13][CH:8]3[CH2:9][CH:10]([CH2:12][C:6]([C:14]([OH:16])=[O:15])([CH2:7]3)[CH2:5]1)[CH2:11]2. The catalyst is CC(C)=O.O. The product is [Ag+:1].[OH:3][C:4]12[CH2:13][CH:8]3[CH2:9][CH:10]([CH2:12][C:6]([C:14]([O-:16])=[O:15])([CH2:7]3)[CH2:5]1)[CH2:11]2. The yield is 0.860. (5) The reactants are [N:1]1([C:6]2[CH:13]=[CH:12][C:9]([CH:10]=O)=[CH:8][CH:7]=2)[CH:5]=[CH:4][CH:3]=[N:2]1.[Br-].[O:15]1CCO[CH:16]1[CH2:20][P+](C1C=CC=CC=1)(C1C=CC=CC=1)C1C=CC=CC=1.COCCOCCN(CCOCCOC)CCOCCOC. The catalyst is ClCCl.C([O-])([O-])=O.[K+].[K+]. The product is [N:1]1([C:6]2[CH:13]=[CH:12][C:9]([CH:10]=[CH:20][CH:16]=[O:15])=[CH:8][CH:7]=2)[CH:5]=[CH:4][CH:3]=[N:2]1. The yield is 0.890. (6) The reactants are [Mg].II.[C:4]1([CH3:11])[C:5](Br)=[CH:6][CH:7]=[CH:8][CH:9]=1.[P:12]([O-:19])(OCC)OCC.Cl. The catalyst is C1COCC1.C1(C)C=CC=CC=1.O. The product is [CH3:11][C:4]1[CH:9]=[CH:8][CH:7]=[CH:6][C:5]=1[PH:12](=[O:19])[C:9]1[CH:8]=[CH:7][CH:6]=[CH:5][C:4]=1[CH3:11]. The yield is 0.399.